Dataset: Forward reaction prediction with 1.9M reactions from USPTO patents (1976-2016). Task: Predict the product of the given reaction. (1) The product is: [CH2:1]([O:3][C:4]([N:6]1[C:15]2[C:10](=[CH:11][C:12]([C:16]([F:17])([F:18])[F:19])=[CH:13][CH:14]=2)[CH:9]([CH:20]([C:24]2[CH:25]=[C:26]([C:34]([F:35])([F:36])[F:37])[CH:27]=[C:28]([C:30]([F:32])([F:31])[F:33])[CH:29]=2)[CH2:21][OH:22])[CH2:8][CH:7]1[CH2:38][CH3:39])=[O:5])[CH3:2]. Given the reactants [CH2:1]([O:3][C:4]([N:6]1[C:15]2[C:10](=[CH:11][C:12]([C:16]([F:19])([F:18])[F:17])=[CH:13][CH:14]=2)[CH:9]([CH:20]([C:24]2[CH:29]=[C:28]([C:30]([F:33])([F:32])[F:31])[CH:27]=[C:26]([C:34]([F:37])([F:36])[F:35])[CH:25]=2)[C:21](O)=[O:22])[CH2:8][CH:7]1[CH2:38][CH3:39])=[O:5])[CH3:2].B.CSC, predict the reaction product. (2) Given the reactants [C:1]([O:5][C:6](=[O:42])[CH:7]([NH:34][C:35]([O:37][C:38]([CH3:41])([CH3:40])[CH3:39])=[O:36])[CH2:8][C:9]1[CH:14]=[C:13]([C:15](=[O:30])[C:16]2[CH:21]=[C:20]([C:22]([F:25])([F:24])[F:23])[CH:19]=[C:18]([C:26]([F:29])([F:28])[F:27])[CH:17]=2)[CH:12]=[CH:11][C:10]=1[N+:31]([O-])=O)([CH3:4])([CH3:3])[CH3:2], predict the reaction product. The product is: [C:1]([O:5][C:6](=[O:42])[CH:7]([NH:34][C:35]([O:37][C:38]([CH3:41])([CH3:40])[CH3:39])=[O:36])[CH2:8][C:9]1[CH:14]=[C:13]([C:15](=[O:30])[C:16]2[CH:21]=[C:20]([C:22]([F:25])([F:24])[F:23])[CH:19]=[C:18]([C:26]([F:27])([F:28])[F:29])[CH:17]=2)[CH:12]=[CH:11][C:10]=1[NH2:31])([CH3:3])([CH3:4])[CH3:2]. (3) Given the reactants [F:1][C:2]1([C:6]2[C:7]([O:15][C@@H:16]([CH3:21])[C:17]([F:20])([F:19])[F:18])=[CH:8][C:9]([C:12]([OH:14])=O)=[N:10][CH:11]=2)[CH2:5][O:4][CH2:3]1.[NH2:22][C:23]([CH3:30])([CH2:26][CH:27]1[CH2:29][CH2:28]1)[C:24]#[N:25], predict the reaction product. The product is: [C:24]([C:23]([NH:22][C:12]([C:9]1[CH:8]=[C:7]([O:15][C@@H:16]([CH3:21])[C:17]([F:19])([F:18])[F:20])[C:6]([C:2]2([F:1])[CH2:3][O:4][CH2:5]2)=[CH:11][N:10]=1)=[O:14])([CH3:30])[CH2:26][CH:27]1[CH2:29][CH2:28]1)#[N:25]. (4) Given the reactants [OH:1][C:2]1[CH:7]=[CH:6][C:5]([CH2:8][C@H:9]([NH:13][C:14](=[O:38])[C:15]2[CH:20]=[CH:19][C:18]([S:21](=[O:37])(=[O:36])[NH:22][C:23]3[CH:28]=[CH:27][CH:26]=[CH:25][C:24]=3[O:29][C:30]3[CH:35]=[CH:34][CH:33]=[CH:32][CH:31]=3)=[CH:17][CH:16]=2)[C:10](O)=[O:11])=[CH:4][CH:3]=1.[C:39]([O:43][C:44]([N:46]1[CH2:51][CH2:50][CH:49]([CH2:52][NH2:53])[CH2:48][CH2:47]1)=[O:45])([CH3:42])([CH3:41])[CH3:40], predict the reaction product. The product is: [C:39]([O:43][C:44]([N:46]1[CH2:51][CH2:50][CH:49]([CH2:52][NH:53][C:10](=[O:11])[C@@H:9]([NH:13][C:14](=[O:38])[C:15]2[CH:16]=[CH:17][C:18]([S:21](=[O:36])(=[O:37])[NH:22][C:23]3[CH:28]=[CH:27][CH:26]=[CH:25][C:24]=3[O:29][C:30]3[CH:31]=[CH:32][CH:33]=[CH:34][CH:35]=3)=[CH:19][CH:20]=2)[CH2:8][C:5]2[CH:6]=[CH:7][C:2]([OH:1])=[CH:3][CH:4]=2)[CH2:48][CH2:47]1)=[O:45])([CH3:42])([CH3:41])[CH3:40]. (5) Given the reactants O.O.[F-].[K+].O.[C:6]1(B(O)O)[CH:11]=[CH:10][CH:9]=[CH:8][CH:7]=1.[Cl:15][C:16]1[CH:17]=[CH:18][C:19]([C:23]([O:25][CH:26]([CH3:28])[CH3:27])=[O:24])=[N:20][C:21]=1Cl, predict the reaction product. The product is: [Cl:15][C:16]1[CH:17]=[CH:18][C:19]([C:23]([O:25][CH:26]([CH3:28])[CH3:27])=[O:24])=[N:20][C:21]=1[C:6]1[CH:11]=[CH:10][CH:9]=[CH:8][CH:7]=1. (6) Given the reactants [CH3:1][O:2][C:3]1[CH:8]=[CH:7][CH:6]=[CH:5][C:4]=1[N:9]1[CH2:14][CH2:13][NH:12][CH2:11][CH2:10]1.[Cl:15][C:16]1[CH:21]=[CH:20][CH:19]=[CH:18][C:17]=1[C:22]1[CH:27]=[CH:26][CH:25]=[C:24]([CH:28]=O)[CH:23]=1.[BH-](OC(C)=O)(OC(C)=O)OC(C)=O.[Na+].C1(C2C=CC=CC=2)C=CC=CC=1CN1CCN(C2C=CC=CC=2)CC1, predict the reaction product. The product is: [Cl:15][C:16]1[CH:21]=[CH:20][CH:19]=[CH:18][C:17]=1[C:22]1[CH:27]=[CH:26][CH:25]=[C:24]([CH2:28][N:12]2[CH2:13][CH2:14][N:9]([C:4]3[CH:5]=[CH:6][CH:7]=[CH:8][C:3]=3[O:2][CH3:1])[CH2:10][CH2:11]2)[CH:23]=1. (7) Given the reactants [OH:1][CH2:2][C:3]1[CH:4]=[C:5]([CH:34]=[CH:35][CH:36]=1)[CH2:6][NH:7][C:8]([CH2:10][CH2:11][N:12]1[CH2:17][CH2:16][CH:15]([O:18][C:19](=[O:33])[NH:20][C:21]2[CH:26]=[CH:25][CH:24]=[CH:23][C:22]=2[C:27]2[CH:32]=[CH:31][CH:30]=[CH:29][CH:28]=2)[CH2:14][CH2:13]1)=[O:9].CCN(C(C)C)C(C)C.CS(C)=O.N1C=CC=CC=1.S(=O)(=O)=O, predict the reaction product. The product is: [CH:2]([C:3]1[CH:4]=[C:5]([CH:34]=[CH:35][CH:36]=1)[CH2:6][NH:7][C:8]([CH2:10][CH2:11][N:12]1[CH2:13][CH2:14][CH:15]([O:18][C:19](=[O:33])[NH:20][C:21]2[CH:26]=[CH:25][CH:24]=[CH:23][C:22]=2[C:27]2[CH:28]=[CH:29][CH:30]=[CH:31][CH:32]=2)[CH2:16][CH2:17]1)=[O:9])=[O:1].